Dataset: Catalyst prediction with 721,799 reactions and 888 catalyst types from USPTO. Task: Predict which catalyst facilitates the given reaction. (1) Reactant: [NH2:1][C:2]1[C:7]([NH2:8])=[C:6]([CH3:9])[CH:5]=[CH:4][C:3]=1[CH3:10].[CH:11](O)=O.Cl.[OH-].[NH4+]. Product: [CH3:9][C:6]1[C:7]2[NH:8][CH:11]=[N:1][C:2]=2[C:3]([CH3:10])=[CH:4][CH:5]=1. The catalyst class is: 6. (2) Reactant: [O:1]1[CH2:6][CH2:5][N:4]([C:7]([C:9]2[CH:14]=[CH:13][C:12]([C:15]3[CH:16]=[CH:17][C:18]4[N:19]([C:21]([C:24]#[C:25][C:26]5[CH:31]=[CH:30][N:29]=[C:28]([NH:32][C:33]6[CH:38]=[CH:37][CH:36]=[CH:35][CH:34]=6)[CH:27]=5)=[CH:22][N:23]=4)[N:20]=3)=[CH:11][CH:10]=2)=[O:8])[CH2:3][CH2:2]1.[CH3:39]C(C)([O-])C.[K+].CI. Product: [CH3:39][N:32]([C:33]1[CH:34]=[CH:35][CH:36]=[CH:37][CH:38]=1)[C:28]1[CH:27]=[C:26]([C:25]#[C:24][C:21]2[N:19]3[N:20]=[C:15]([C:12]4[CH:13]=[CH:14][C:9]([C:7]([N:4]5[CH2:3][CH2:2][O:1][CH2:6][CH2:5]5)=[O:8])=[CH:10][CH:11]=4)[CH:16]=[CH:17][C:18]3=[N:23][CH:22]=2)[CH:31]=[CH:30][N:29]=1. The catalyst class is: 3. (3) Reactant: O=[C:2]1[CH2:7][CH2:6][CH2:5][CH2:4][CH:3]1[C:8]([O:10][CH2:11][CH3:12])=[O:9].[NH2:13][C:14]1[CH:15]=[C:16]2[C:20](=[CH:21][CH:22]=1)[NH:19][N:18]=[CH:17]2.C(=O)([O-])O.[Na+]. Product: [NH:19]1[C:20]2[C:16](=[CH:15][C:14]([NH:13][CH:2]3[CH2:7][CH2:6][CH2:5][CH2:4][CH:3]3[C:8]([O:10][CH2:11][CH3:12])=[O:9])=[CH:22][CH:21]=2)[CH:17]=[N:18]1. The catalyst class is: 5.